This data is from Catalyst prediction with 721,799 reactions and 888 catalyst types from USPTO. The task is: Predict which catalyst facilitates the given reaction. (1) Reactant: Br[C:2]1[C:10]2[C:5](=[CH:6][N:7]=[CH:8][CH:9]=2)[S:4][C:3]=1[C:11]([O:13][CH3:14])=[O:12].[Cl:15][C:16]1[CH:17]=[C:18]([CH:20]=[CH:21][C:22]=1[F:23])[NH2:19].C([O-])([O-])=O.[Cs+].[Cs+].C1C=CC(P(C2C(C3C(P(C4C=CC=CC=4)C4C=CC=CC=4)=CC=C4C=3C=CC=C4)=C3C(C=CC=C3)=CC=2)C2C=CC=CC=2)=CC=1. Product: [Cl:15][C:16]1[CH:17]=[C:18]([NH:19][C:2]2[C:10]3[C:5](=[CH:6][N:7]=[CH:8][CH:9]=3)[S:4][C:3]=2[C:11]([O:13][CH3:14])=[O:12])[CH:20]=[CH:21][C:22]=1[F:23]. The catalyst class is: 101. (2) Reactant: [CH3:1][O:2][C:3]1[CH:8]=[C:7]([O:9][CH3:10])[CH:6]=[CH:5][C:4]=1[CH:11]([C:13]1[CH:18]=[CH:17][C:16]([O:19][CH2:20][CH2:21][OH:22])=[CH:15][CH:14]=1)[OH:12].[C:23](O[C:23](=[O:27])[C:24]([CH3:26])=[CH2:25])(=[O:27])[C:24]([CH3:26])=[CH2:25].C(N(CC)CC)C.O. Product: [CH3:1][O:2][C:3]1[CH:8]=[C:7]([O:9][CH3:10])[CH:6]=[CH:5][C:4]=1[CH:11]([C:13]1[CH:18]=[CH:17][C:16]([O:19][CH2:20][CH2:21][O:22][C:23](=[O:27])[C:24]([CH3:26])=[CH2:25])=[CH:15][CH:14]=1)[OH:12]. The catalyst class is: 7.